Task: Predict the reaction yield, written as a fraction of the theoretical maximum amount of product (1.0 means a 100% yield; for example, 0.34 means a 34% yield).. Dataset: Reaction yield outcomes from USPTO patents with 853,638 reactions (1) The reactants are Cl.[CH:2]1([C:5]2[N:6]=[CH:7][C:8]([O:11][C@@H:12]3[CH2:22][N:15]4[C:16](=[O:21])[CH2:17][CH2:18][NH:19][CH2:20][C@H:14]4[CH2:13]3)=[N:9][CH:10]=2)[CH2:4][CH2:3]1.C(N(CC)CC)C.[F:30][C:31]([F:42])([F:41])[C:32]1[CH:33]=[C:34]([CH:38]=[CH:39][CH:40]=1)[C:35](Cl)=[O:36]. The catalyst is ClCCl.CN(C)C1C=CN=CC=1. The product is [CH:2]1([C:5]2[N:6]=[CH:7][C:8]([O:11][C@@H:12]3[CH2:22][N:15]4[C:16](=[O:21])[CH2:17][CH2:18][N:19]([C:35](=[O:36])[C:34]5[CH:38]=[CH:39][CH:40]=[C:32]([C:31]([F:30])([F:41])[F:42])[CH:33]=5)[CH2:20][C@H:14]4[CH2:13]3)=[N:9][CH:10]=2)[CH2:4][CH2:3]1. The yield is 0.540. (2) The reactants are [CH3:1][CH:2]([CH3:39])[C@H:3]([N:8]1[CH2:16][C:15]2[C:10](=[CH:11][C:12]([C:17]3[CH:22]=[CH:21][C:20]([NH:23][C:24](=[O:37])[C:25]4[CH:30]=[CH:29][C:28]([N:31]5[CH2:36][CH2:35]O[CH2:33][CH2:32]5)=[N:27][CH:26]=4)=[CH:19][CH:18]=3)=[CH:13][CH:14]=2)[C:9]1=[O:38])[C:4]([O:6][CH3:7])=[O:5].[CH3:40][N:41]1CCNCC1. No catalyst specified. The product is [CH3:1][CH:2]([CH3:39])[C@H:3]([N:8]1[CH2:16][C:15]2[C:10](=[CH:11][C:12]([C:17]3[CH:18]=[CH:19][C:20]([NH:23][C:24](=[O:37])[C:25]4[CH:30]=[CH:29][C:28]([N:31]5[CH2:36][CH2:35][N:41]([CH3:40])[CH2:33][CH2:32]5)=[N:27][CH:26]=4)=[CH:21][CH:22]=3)=[CH:13][CH:14]=2)[C:9]1=[O:38])[C:4]([O:6][CH3:7])=[O:5]. The yield is 0.970.